This data is from Reaction yield outcomes from USPTO patents with 853,638 reactions. The task is: Predict the reaction yield, written as a fraction of the theoretical maximum amount of product (1.0 means a 100% yield; for example, 0.34 means a 34% yield). (1) The reactants are [NH2:1][C:2]1[CH:3]=[C:4]([CH:21]=[CH:22][C:23]=1[F:24])[O:5][C:6]1[CH:7]=[CH:8][C:9]2[N:10]([CH:12]=[C:13]([NH:15][C:16]([CH:18]3[CH2:20][CH2:19]3)=[O:17])[N:14]=2)[N:11]=1.[CH3:25][N:26]1[CH:30]=[CH:29][CH:28]=[C:27]1[C:31](Cl)=[O:32]. The catalyst is CN(C)C(=O)C. The product is [CH:18]1([C:16]([NH:15][C:13]2[N:14]=[C:9]3[CH:8]=[CH:7][C:6]([O:5][C:4]4[CH:21]=[CH:22][C:23]([F:24])=[C:2]([NH:1][C:31]([C:27]5[N:26]([CH3:25])[CH:30]=[CH:29][CH:28]=5)=[O:32])[CH:3]=4)=[N:11][N:10]3[CH:12]=2)=[O:17])[CH2:20][CH2:19]1. The yield is 0.620. (2) The reactants are Cl[C:2]1[CH:7]=[CH:6][N:5]=[C:4]([S:8][CH3:9])[N:3]=1.[F:10][C:11]1[CH:16]=[C:15](B(O)O)[CH:14]=[C:13]([F:20])[N:12]=1.C([O-])([O-])=O.[Cs+].[Cs+]. The catalyst is O.CC#N. The product is [F:10][C:11]1[CH:16]=[C:15]([C:2]2[CH:7]=[CH:6][N:5]=[C:4]([S:8][CH3:9])[N:3]=2)[CH:14]=[C:13]([F:20])[N:12]=1. The yield is 0.890. (3) The reactants are Br[C:2]1[CH:7]=[CH:6][C:5]([O:8][C:9]2[CH:14]=[CH:13][C:12]([O:15][C:16]([F:19])([F:18])[F:17])=[CH:11][CH:10]=2)=[CH:4][C:3]=1F.[B:21](OC(C)C)([O:26]C(C)C)[O:22]C(C)C.[Li]CCCC.Cl.[OH-].[Na+]. The catalyst is C1COCC1.CCOC(C)=O.O. The product is [F:17][C:16]([F:19])([F:18])[O:15][C:12]1[CH:13]=[CH:14][C:9]([O:8][C:5]2[CH:6]=[CH:7][C:2]([B:21]([OH:26])[OH:22])=[CH:3][CH:4]=2)=[CH:10][CH:11]=1. The yield is 0.670. (4) The catalyst is [OH-].[Na+].[Fe-3](C#N)(C#N)(C#N)(C#N)(C#N)C#N.[K+].[K+].[K+]. The product is [CH:14]1([C:12]2[S:13][C:5]3[C:6]([O:9][CH3:10])=[CH:7][CH:8]=[C:3]([O:2][CH3:1])[C:4]=3[N:11]=2)[CH2:19][CH2:18][CH2:17][CH2:16][CH2:15]1. The reactants are [CH3:1][O:2][C:3]1[CH:8]=[CH:7][C:6]([O:9][CH3:10])=[CH:5][C:4]=1[NH:11][C:12]([CH:14]1[CH2:19][CH2:18][CH2:17][CH2:16][CH2:15]1)=[S:13]. The yield is 0.880. (5) The reactants are C[O:2][C:3]1[CH:8]=[CH:7][C:6]([C:9]2([C:12]([O:14][CH3:15])=[O:13])[CH2:11][CH2:10]2)=[CH:5][CH:4]=1.CCS.[Al+3].[Cl-].[Cl-].[Cl-]. The catalyst is ClCCl. The product is [CH3:15][O:14][C:12]([C:9]1([C:6]2[CH:5]=[CH:4][C:3]([OH:2])=[CH:8][CH:7]=2)[CH2:10][CH2:11]1)=[O:13]. The yield is 0.950. (6) The reactants are [Cl:1][C:2]1[CH:15]=[CH:14][CH:13]=[C:12]([CH3:16])[C:3]=1[CH2:4][NH:5][C:6]1[S:7][CH2:8][C:9](=[O:11])[N:10]=1.[N:17]1[C:26]2[C:21](=[N:22][C:23]([CH:27]=O)=[CH:24][CH:25]=2)[CH:20]=[CH:19][CH:18]=1.C(O)(=O)C1C=CC=CC=1.N1CCCCC1. The catalyst is C1(C)C=CC=CC=1. The product is [Cl:1][C:2]1[CH:15]=[CH:14][CH:13]=[C:12]([CH3:16])[C:3]=1[CH2:4][NH:5][C:6]1[S:7][C:8](=[CH:27][C:23]2[CH:24]=[CH:25][C:26]3[C:21](=[CH:20][CH:19]=[CH:18][N:17]=3)[N:22]=2)[C:9](=[O:11])[N:10]=1. The yield is 0.521. (7) The reactants are [N:1]1[CH:6]=[CH:5][C:4]([CH:7]=[O:8])=[CH:3][CH:2]=1.[OH-].[K+].[N+:11]([CH2:13][C:14]([N:16]1[CH2:20][CH:19]=[CH:18][CH2:17]1)=[O:15])#[C-:12]. The catalyst is CO. The product is [N:1]1[CH:6]=[CH:5][C:4]([C@@H:7]2[O:8][CH:12]=[N:11][C@H:13]2[C:14]([N:16]2[CH2:20][CH:19]=[CH:18][CH2:17]2)=[O:15])=[CH:3][CH:2]=1. The yield is 0.530. (8) The reactants are [Cl:1][C:2]1[CH:10]=[CH:9][C:8]([C:11]2[CH:16]=[CH:15][CH:14]=[CH:13][N:12]=2)=[CH:7][C:3]=1[C:4](O)=[O:5].ClC(OC(C)C)=O.CC[N:26](C(C)C)C(C)C.N. The catalyst is C1COCC1. The product is [Cl:1][C:2]1[CH:10]=[CH:9][C:8]([C:11]2[CH:16]=[CH:15][CH:14]=[CH:13][N:12]=2)=[CH:7][C:3]=1[C:4]([NH2:26])=[O:5]. The yield is 0.640. (9) The reactants are [NH:1]1[CH2:6][CH2:5][CH:4]([NH:7][C:8](=[O:14])[O:9][C:10]([CH3:13])([CH3:12])[CH3:11])[CH2:3][CH2:2]1.FC(F)(F)S(O[CH2:21][C:22]([F:25])([CH3:24])[CH3:23])(=O)=O.C(=O)([O-])[O-].[K+].[K+]. The catalyst is C(#N)C. The product is [C:10]([O:9][C:8](=[O:14])[NH:7][CH:4]1[CH2:3][CH2:2][N:1]([CH2:21][C:22]([F:25])([CH3:24])[CH3:23])[CH2:6][CH2:5]1)([CH3:11])([CH3:13])[CH3:12]. The yield is 1.06. (10) The reactants are [ClH:1].C([N:9]1[CH2:32][CH:31]([CH2:33][CH2:34][OH:35])[O:30][C:11]2([CH2:16][CH2:15][N:14]([C:17]([C:19]3[CH:24]=[CH:23][C:22]([O:25][CH:26]([CH3:28])[CH3:27])=[C:21]([CH3:29])[CH:20]=3)=[O:18])[CH2:13][CH2:12]2)[CH2:10]1)C1C=CC=CC=1.C([O-])=O.[NH4+]. The catalyst is CO.[Pd]. The product is [ClH:1].[OH:35][CH2:34][CH2:33][CH:31]1[O:30][C:11]2([CH2:16][CH2:15][N:14]([C:17]([C:19]3[CH:24]=[CH:23][C:22]([O:25][CH:26]([CH3:28])[CH3:27])=[C:21]([CH3:29])[CH:20]=3)=[O:18])[CH2:13][CH2:12]2)[CH2:10][NH:9][CH2:32]1. The yield is 0.620.